From a dataset of Forward reaction prediction with 1.9M reactions from USPTO patents (1976-2016). Predict the product of the given reaction. (1) Given the reactants [F:1][C:2]1[CH:3]=[C:4](/[CH:8]=[CH:9]/[C:10]([OH:12])=[O:11])[CH:5]=[CH:6][CH:7]=1.OS(O)(=O)=O.[C:18]([O-])([O-])=O.[Na+].[Na+], predict the reaction product. The product is: [F:1][C:2]1[CH:3]=[C:4](/[CH:8]=[CH:9]/[C:10]([O:12][CH3:18])=[O:11])[CH:5]=[CH:6][CH:7]=1. (2) Given the reactants [CH2:1]([O:3][C:4]([C:6]1[C:7]([CH3:16])=[C:8]2[N:13]([CH:14]=1)[N:12]=[CH:11][N:10]=[C:9]2O)=[O:5])[CH3:2].P(Cl)(Cl)([Cl:19])=O.C(N(C(C)C)CC)(C)C.OP([O-])([O-])=O.[K+].[K+], predict the reaction product. The product is: [CH2:1]([O:3][C:4]([C:6]1[C:7]([CH3:16])=[C:8]2[N:13]([CH:14]=1)[N:12]=[CH:11][N:10]=[C:9]2[Cl:19])=[O:5])[CH3:2]. (3) The product is: [CH:29]([N:32]([CH:36]([CH3:38])[CH3:37])[CH2:33][CH2:34][O:35][C:6]([C:8]1[CH:9]=[C:10]([C:18]2[N:19]=[C:20]([C:23]3[CH:28]=[CH:27][N:26]=[CH:25][CH:24]=3)[S:21][CH:22]=2)[C:11](=[O:17])[NH:12][C:13]=1[CH:14]([CH3:16])[CH3:15])=[O:7])([CH3:31])[CH3:30]. Given the reactants N1([C:6]([C:8]2[CH:9]=[C:10]([C:18]3[N:19]=[C:20]([C:23]4[CH:28]=[CH:27][N:26]=[CH:25][CH:24]=4)[S:21][CH:22]=3)[C:11](=[O:17])[NH:12][C:13]=2[CH:14]([CH3:16])[CH3:15])=[O:7])C=CN=C1.[CH:29]([N:32]([CH:36]([CH3:38])[CH3:37])[CH2:33][CH2:34][OH:35])([CH3:31])[CH3:30], predict the reaction product. (4) Given the reactants [F:1][C:2]1[CH:3]=[C:4]([CH2:19][OH:20])[CH:5]=[CH:6][C:7]=1[O:8][C:9]1[CH:10]=[N:11][C:12]([C:15]([F:18])([F:17])[F:16])=[CH:13][CH:14]=1.Cl[C:22]1[CH:33]=[C:26]2[N:27]([CH3:32])[C@@H:28]([CH3:31])[CH2:29][CH2:30][N:25]2[C:24](=[O:34])[N:23]=1, predict the reaction product. The product is: [F:1][C:2]1[CH:3]=[C:4]([CH:5]=[CH:6][C:7]=1[O:8][C:9]1[CH:10]=[N:11][C:12]([C:15]([F:16])([F:17])[F:18])=[CH:13][CH:14]=1)[CH2:19][O:20][C:22]1[CH:33]=[C:26]2[N:27]([CH3:32])[C@@H:28]([CH3:31])[CH2:29][CH2:30][N:25]2[C:24](=[O:34])[N:23]=1. (5) Given the reactants CC1C=CC(S(O[CH2:12][CH2:13][CH2:14][CH2:15][C:16]2[C:24]3[C:19](=[CH:20][CH:21]=[C:22]([F:25])[CH:23]=3)[NH:18][CH:17]=2)(=O)=O)=CC=1.[N:26]1([C:32]2[N:37]=[C:36]([C:38]([NH2:40])=[O:39])[CH:35]=[CH:34][N:33]=2)[CH2:31][CH2:30][NH:29][CH2:28][CH2:27]1.C(=O)([O-])[O-].[K+].[K+].[I-].[K+], predict the reaction product. The product is: [F:25][C:22]1[CH:23]=[C:24]2[C:19](=[CH:20][CH:21]=1)[NH:18][CH:17]=[C:16]2[CH2:15][CH2:14][CH2:13][CH2:12][N:29]1[CH2:30][CH2:31][N:26]([C:32]2[N:37]=[C:36]([C:38]([NH2:40])=[O:39])[CH:35]=[CH:34][N:33]=2)[CH2:27][CH2:28]1. (6) Given the reactants [I-].[CH3:2][S+](C)(C)=O.[H-].[Na+].[CH3:9][O:10][CH:11]1[C:16](=[O:17])[CH2:15][CH2:14][N:13]([C:18]([O:20][C:21]([CH3:24])([CH3:23])[CH3:22])=[O:19])[CH2:12]1, predict the reaction product. The product is: [CH3:9][O:10][CH:11]1[CH2:12][N:13]([C:18]([O:20][C:21]([CH3:24])([CH3:23])[CH3:22])=[O:19])[CH2:14][CH2:15][C:16]21[O:17][CH2:2]2.